Task: Predict the reactants needed to synthesize the given product.. Dataset: Full USPTO retrosynthesis dataset with 1.9M reactions from patents (1976-2016) (1) Given the product [F:7][C:8]1[CH:9]=[C:10]([C@H:15]2[NH:20][C@@H:19]([CH2:21][OH:22])[CH2:18][CH2:17][CH2:16]2)[CH:11]=[CH:12][C:13]=1[F:14], predict the reactants needed to synthesize it. The reactants are: [H-].[H-].[H-].[H-].[Li+].[Al+3].[F:7][C:8]1[CH:9]=[C:10]([C@H:15]2[NH:20][C@@H:19]([C:21](OC)=[O:22])[CH2:18][CH2:17][CH2:16]2)[CH:11]=[CH:12][C:13]=1[F:14].O.[OH-].[Na+]. (2) Given the product [CH2:1]([CH:3]([CH2:18][CH3:19])[CH:4]([NH:20][C:21]1[CH:22]=[CH:23][C:24]([C:25]([O:27][CH3:28])=[O:26])=[CH:29][CH:30]=1)[C:6]1[O:7][C:8]2[CH:15]=[CH:14][C:13]([O:16][CH3:17])=[CH:12][C:9]=2[C:10]=1[CH3:11])[CH3:2], predict the reactants needed to synthesize it. The reactants are: [CH2:1]([CH:3]([CH2:18][CH3:19])[C:4]([C:6]1[O:7][C:8]2[CH:15]=[CH:14][C:13]([O:16][CH3:17])=[CH:12][C:9]=2[C:10]=1[CH3:11])=O)[CH3:2].[NH2:20][C:21]1[CH:30]=[CH:29][C:24]([C:25]([O:27][CH3:28])=[O:26])=[CH:23][CH:22]=1.C(=O)([O-])O.[Na+].C([BH3-])#N.[Na+]. (3) Given the product [C:1]1([CH2:7][C:8]([N:13]=[C:12]=[S:11])=[O:9])[CH:6]=[CH:5][CH:4]=[CH:3][CH:2]=1, predict the reactants needed to synthesize it. The reactants are: [C:1]1([CH2:7][C:8](Cl)=[O:9])[CH:6]=[CH:5][CH:4]=[CH:3][CH:2]=1.[S-:11][C:12]#[N:13].[K+].O. (4) Given the product [F:24][C:21]1([F:23])[O:20][C:11]2=[CH:12][CH:13]=[C:14]3[C:9]([N:8]=[C:7]([NH2:6])[N:16]4[N:17]=[CH:18][N:19]=[C:15]34)=[C:10]2[O:22]1, predict the reactants needed to synthesize it. The reactants are: COC1C=C(OC)C=CC=1C[NH:6][C:7]1[N:16]2[N:17]=[CH:18][N:19]=[C:15]2[C:14]2[C:9](=[C:10]3[O:22][C:21]([F:24])([F:23])[O:20][C:11]3=[CH:12][CH:13]=2)[N:8]=1.FC(F)(F)C(O)=O. (5) Given the product [CH2:8]([O:10][C:11]([C:13]1[NH:14][C:15]2[C:20]([CH:21]=1)=[C:19]([O:22][C:23]1[CH:24]=[CH:25][C:26]([F:29])=[CH:27][CH:28]=1)[CH:18]=[CH:17][CH:16]=2)=[O:12])[CH3:9], predict the reactants needed to synthesize it. The reactants are: N(OC(C)(C)C)=O.[CH2:8]([O:10][C:11]([C:13]1[NH:14][C:15]2[C:20]([CH:21]=1)=[C:19]([O:22][C:23]1[CH:28]=[CH:27][C:26]([F:29])=[CH:25][C:24]=1N)[CH:18]=[CH:17][CH:16]=2)=[O:12])[CH3:9].